From a dataset of Reaction yield outcomes from USPTO patents with 853,638 reactions. Predict the reaction yield, written as a fraction of the theoretical maximum amount of product (1.0 means a 100% yield; for example, 0.34 means a 34% yield). (1) The reactants are [N:1]1([C:7]2[CH:12]=[CH:11][N:10]=[C:9]3[NH:13][CH:14]=[C:15]([NH:16][C:17](=[O:19])[CH3:18])[C:8]=23)[CH2:6][CH2:5][NH:4][CH2:3][CH2:2]1.[C:20]([O:24][C:25]([NH:27][C@H:28]([CH2:32][C:33]1[CH:38]=[CH:37][C:36]([Cl:39])=[CH:35][CH:34]=1)[C:29](O)=[O:30])=[O:26])([CH3:23])([CH3:22])[CH3:21].C1C=CC2N(O)N=NC=2C=1.O.CCN=C=NCCCN(C)C.CCN(C(C)C)C(C)C.C([O-])([O-])=O.[Na+].[Na+]. The catalyst is C(Cl)Cl. The product is [C:17]([NH:16][C:15]1[C:8]2[C:9](=[N:10][CH:11]=[CH:12][C:7]=2[N:1]2[CH2:6][CH2:5][N:4]([C:29](=[O:30])[C@H:28]([NH:27][C:25](=[O:26])[O:24][C:20]([CH3:21])([CH3:22])[CH3:23])[CH2:32][C:33]3[CH:34]=[CH:35][C:36]([Cl:39])=[CH:37][CH:38]=3)[CH2:3][CH2:2]2)[NH:13][CH:14]=1)(=[O:19])[CH3:18]. The yield is 0.577. (2) The reactants are B(F)(F)[F:2].[CH2:5]([O:7][P:8]([N:13]1[CH:19]2[CH:14]1[CH2:15][CH2:16][N:17]([C:20]([O:22][CH2:23][C:24]1[CH:29]=[CH:28][CH:27]=[CH:26][CH:25]=1)=[O:21])[CH2:18]2)([O:10][CH2:11][CH3:12])=[O:9])[CH3:6]. The catalyst is C(Cl)Cl. The product is [CH2:5]([O:7][P:8]([NH:13][C@H:19]1[C@H:14]([F:2])[CH2:15][CH2:16][N:17]([C:20]([O:22][CH2:23][C:24]2[CH:29]=[CH:28][CH:27]=[CH:26][CH:25]=2)=[O:21])[CH2:18]1)([O:10][CH2:11][CH3:12])=[O:9])[CH3:6]. The yield is 0.170.